Dataset: Reaction yield outcomes from USPTO patents with 853,638 reactions. Task: Predict the reaction yield, written as a fraction of the theoretical maximum amount of product (1.0 means a 100% yield; for example, 0.34 means a 34% yield). (1) The reactants are Cl.Cl.Cl.[NH2:4][C:5]1[N:10]=[CH:9][N:8]=[C:7]2[N:11]([CH:15]([C:17]3[CH:18]=[C:19]([Cl:34])[C:20]([C:32]#[N:33])=[C:21]4[C:27]=3[O:26][CH2:25][CH2:24][N:23]([CH:28]3[CH2:31][NH:30][CH2:29]3)[CH2:22]4)[CH3:16])[N:12]=[C:13]([CH3:14])[C:6]=12.Br[CH2:36][CH2:37][OH:38].C(N(CC)CC)C. The catalyst is CN(C)C=O. The product is [NH2:4][C:5]1[N:10]=[CH:9][N:8]=[C:7]2[N:11]([CH:15]([C:17]3[CH:18]=[C:19]([Cl:34])[C:20]([C:32]#[N:33])=[C:21]4[C:27]=3[O:26][CH2:25][CH2:24][N:23]([CH:28]3[CH2:31][N:30]([CH2:36][CH2:37][OH:38])[CH2:29]3)[CH2:22]4)[CH3:16])[N:12]=[C:13]([CH3:14])[C:6]=12. The yield is 0.500. (2) The reactants are [N:1]12[CH2:8][CH2:7][C:4]([C:9]([C:17]3[CH:22]=[CH:21][CH:20]=[CH:19][CH:18]=3)([C:11]3[CH:16]=[CH:15][CH:14]=[CH:13][CH:12]=3)[OH:10])([CH2:5][CH2:6]1)[CH2:3][CH2:2]2.[Br:23][CH2:24][CH2:25][O:26][CH2:27][CH2:28][O:29][CH3:30]. The catalyst is CC#N. The product is [Br-:23].[OH:10][C:9]([C:17]1[CH:22]=[CH:21][CH:20]=[CH:19][CH:18]=1)([C:11]1[CH:12]=[CH:13][CH:14]=[CH:15][CH:16]=1)[C:4]12[CH2:5][CH2:6][N+:1]([CH2:24][CH2:25][O:26][CH2:27][CH2:28][O:29][CH3:30])([CH2:2][CH2:3]1)[CH2:8][CH2:7]2. The yield is 0.788. (3) The reactants are [OH:1][C:2]1[CH:7]=[CH:6][C:5]([C:8]2[N:17]([CH3:18])[C:16](=[O:19])[C:15]3[C:10](=[C:11]([CH3:20])[CH:12]=[CH:13][CH:14]=3)[N:9]=2)=[CH:4][CH:3]=1.Cl[CH2:22][CH2:23][CH2:24]Br.C(=O)([O-])[O-].[K+].[K+].[I-].[K+].[NH:34]1[CH2:39][CH2:38][CH2:37][CH2:36][CH2:35]1. The catalyst is CN(C=O)C.C(OCC)(=O)C. The product is [CH3:18][N:17]1[C:16](=[O:19])[C:15]2[C:10](=[C:11]([CH3:20])[CH:12]=[CH:13][CH:14]=2)[N:9]=[C:8]1[C:5]1[CH:4]=[CH:3][C:2]([O:1][CH2:22][CH2:23][CH2:24][N:34]2[CH2:39][CH2:38][CH2:37][CH2:36][CH2:35]2)=[CH:7][CH:6]=1. The yield is 0.0860. (4) The reactants are [OH:1][NH:2][C:3](=[O:21])[CH2:4][CH2:5][C:6]1[CH:11]=[CH:10][C:9]([CH:12]=[CH:13][CH2:14][C:15]2[CH:20]=[CH:19][CH:18]=[CH:17][CH:16]=2)=[CH:8][CH:7]=1.ONC(=O)CCC1C=CC(CC=CC2C=CC=CC=2)=CC=1.C1(CC=CC2C=CC(C(O)=O)=CC=2)C=CC=CC=1.C1(C=CCC2C=CC(C(O)=O)=CC=2)C=CC=CC=1. No catalyst specified. The product is [OH:1][NH:2][C:3](=[O:21])[CH2:4][CH2:5][C:6]1[CH:11]=[CH:10][C:9]([CH2:12][CH2:13][CH2:14][C:15]2[CH:16]=[CH:17][CH:18]=[CH:19][CH:20]=2)=[CH:8][CH:7]=1. The yield is 0.990. (5) The reactants are [CH2:1]([C:4]1[CH:9]=[CH:8][C:7]([CH:10]2[CH2:19][CH2:18][C:13]3(OCC[O:14]3)[CH2:12][CH2:11]2)=[CH:6][CH:5]=1)[CH2:2][CH3:3].C(O)(C(F)(F)F)=O. The catalyst is CC(C)=O.O. The product is [CH2:1]([C:4]1[CH:9]=[CH:8][C:7]([CH:10]2[CH2:11][CH2:12][C:13](=[O:14])[CH2:18][CH2:19]2)=[CH:6][CH:5]=1)[CH2:2][CH3:3]. The yield is 0.690.